From a dataset of Catalyst prediction with 721,799 reactions and 888 catalyst types from USPTO. Predict which catalyst facilitates the given reaction. (1) Reactant: C(OCC)(=O)C.[ClH:7].[C:8]([C:10]1[C:11]([NH:40][C:41]([C:43]2[O:44][CH:45]=[CH:46][CH:47]=2)=[O:42])=[N:12][C:13]([C:32]2[CH:37]=[CH:36][C:35]([F:38])=[CH:34][C:33]=2[OH:39])=[CH:14][C:15]=1[C:16]1[CH:21]=[CH:20][CH:19]=[C:18]([N:22]([CH2:25][CH2:26][N:27]([CH2:30][CH3:31])[CH2:28][CH3:29])[CH2:23][CH3:24])[CH:17]=1)#[N:9]. Product: [ClH:7].[ClH:7].[C:8]([C:10]1[C:11]([NH:40][C:41]([C:43]2[O:44][CH:45]=[CH:46][CH:47]=2)=[O:42])=[N:12][C:13]([C:32]2[CH:37]=[CH:36][C:35]([F:38])=[CH:34][C:33]=2[OH:39])=[CH:14][C:15]=1[C:16]1[CH:21]=[CH:20][CH:19]=[C:18]([N:22]([CH2:25][CH2:26][N:27]([CH2:30][CH3:31])[CH2:28][CH3:29])[CH2:23][CH3:24])[CH:17]=1)#[N:9]. The catalyst class is: 13. (2) Reactant: [OH:1][CH2:2][C@H:3]1[O:8][CH2:7][CH2:6][N:5]([C:9]([O:11][C:12]([CH3:15])([CH3:14])[CH3:13])=[O:10])[CH2:4]1.C(N(CC)CC)C.[CH3:23][C:24]1[CH:29]=[CH:28][C:27]([S:30](Cl)(=[O:32])=[O:31])=[CH:26][CH:25]=1. Product: [S:30]([O:1][CH2:2][C@H:3]1[O:8][CH2:7][CH2:6][N:5]([C:9]([O:11][C:12]([CH3:15])([CH3:14])[CH3:13])=[O:10])[CH2:4]1)([C:27]1[CH:28]=[CH:29][C:24]([CH3:23])=[CH:25][CH:26]=1)(=[O:32])=[O:31]. The catalyst class is: 614.